This data is from Human Reference Interactome with 51,813 positive PPI pairs across 8,248 proteins, plus equal number of experimentally-validated negative pairs. The task is: Binary Classification. Given two protein amino acid sequences, predict whether they physically interact or not. (1) Protein 2 (ENSG00000126351) has sequence MEQKPSKVECGSDPEENSARSPDGKRKRKNGQCSLKTSMSGYIPSYLDKDEQCVVCGDKATGYHYRCITCEGCKGFFRRTIQKNLHPTYSCKYDSCCVIDKITRNQCQLCRFKKCIAVGMAMDLVLDDSKRVAKRKLIEQNRERRRKEEMIRSLQQRPEPTPEEWDLIHIATEAHRSTNAQGSHWKQRRKFLPDDIGQSPIVSMPDGDKVDLEAFSEFTKIITPAITRVVDFAKKLPMFSELPCEDQIILLKGCCMEIMSLRAAVRYDPESDTLTLSGEMAVKREQLKNGGLGVVSDAIF.... Protein 1 (ENSG00000130224) has sequence MAASQGGGGNSGGGGCGGGGSSGGCGTAGGGGGGAGGGGGGGGGTLVVPIPVPTLFGQPFPNGPPWNPGSLQPQHTVRSLDRALEEAGSSGILSLSGRKLRDFPGSGYDLTDTTQADLSRNRFTEIPSDVWLFAPLETLNLYHNCIKTIPEAIKNLQMLTYLNISRNLLSTLPKYLFDLPLKVLVVSNNKLVSIPEEIGKLKDLMELDISCNEIQVLPQQMGKLHSLRELNIRRNNLHVLPDELGDLPLVKLDFSCNKVTEIPVCYRKLHHLQVIILDNNPLQVPPAQICLKGKVHIFKY.... Result: 0 (the proteins do not interact). (2) Protein 1 (ENSG00000075702) has sequence MAAVGSGGYARNDAGEKLPSVMAGVPARRGQSSPPPAPPICLRRRTRLSTASEETVQNRVSLEKVLGITAQNSSGLTCDPGTGHVAYLAGCVVVILDPKENKQQHIFNTARKSLSALAFSPDGKYIVTGENGHRPAVRIWDVEEKNQVAEMLGHKYGVACVAFSPNMKHIVSMGYQHDMVLNVWDWKKDIVVASNKVSCRVIALSFSEDSSYFVTVGNRHVRFWFLEVSTETKVTSTVPLVGRSGILGELHNNIFCGVACGRGRMAGSTFCVSYSGLLCQFNEKRVLEKWINLKVSLSSC.... Protein 2 (ENSG00000144848) has sequence MQNVINTVKGKALEVAEYLTPVLKESKFKETGVITPEEFVAAGDHLVHHCPTWQWATGEELKVKAYLPTGKQFLVTKNVPCYKRCKQMEYSDELEAIIEEDDGDGGWVDTYHNTGITGITEAVKEITLENKDNIRLQDCSALCEEEEDEDEGEAADMEEYEESGLLETDEATLDTRKIVEACKAKTDAGGEDAILQTRTYDLYITYDKYYQTPRLWLFGYDEQRQPLTVEHMYEDISQDHVKKTVTIENHPHLPPPPMCSVHPCRHAEVMKKIIETVAEGGGELGVHMYLLIFLKFVQAV.... Result: 0 (the proteins do not interact).